From a dataset of NCI-60 drug combinations with 297,098 pairs across 59 cell lines. Regression. Given two drug SMILES strings and cell line genomic features, predict the synergy score measuring deviation from expected non-interaction effect. (1) Drug 1: CC1=C(C(CCC1)(C)C)C=CC(=CC=CC(=CC(=O)O)C)C. Drug 2: CC12CCC3C(C1CCC2OP(=O)(O)O)CCC4=C3C=CC(=C4)OC(=O)N(CCCl)CCCl.[Na+]. Cell line: PC-3. Synergy scores: CSS=5.21, Synergy_ZIP=-2.24, Synergy_Bliss=-0.331, Synergy_Loewe=-2.17, Synergy_HSA=-1.35. (2) Drug 1: C1CN1P(=S)(N2CC2)N3CC3. Drug 2: CCC1=C2CN3C(=CC4=C(C3=O)COC(=O)C4(CC)O)C2=NC5=C1C=C(C=C5)O. Cell line: PC-3. Synergy scores: CSS=14.3, Synergy_ZIP=-5.12, Synergy_Bliss=1.16, Synergy_Loewe=-19.9, Synergy_HSA=1.29. (3) Drug 1: C1CCN(CC1)CCOC2=CC=C(C=C2)C(=O)C3=C(SC4=C3C=CC(=C4)O)C5=CC=C(C=C5)O. Drug 2: CC1=CC2C(CCC3(C2CCC3(C(=O)C)OC(=O)C)C)C4(C1=CC(=O)CC4)C. Cell line: NCIH23. Synergy scores: CSS=-12.9, Synergy_ZIP=4.37, Synergy_Bliss=-7.71, Synergy_Loewe=-11.2, Synergy_HSA=-13.3. (4) Drug 1: CC1=CC=C(C=C1)C2=CC(=NN2C3=CC=C(C=C3)S(=O)(=O)N)C(F)(F)F. Drug 2: CC1CCCC2(C(O2)CC(NC(=O)CC(C(C(=O)C(C1O)C)(C)C)O)C(=CC3=CSC(=N3)C)C)C. Cell line: HOP-92. Synergy scores: CSS=16.7, Synergy_ZIP=-2.75, Synergy_Bliss=3.39, Synergy_Loewe=-5.31, Synergy_HSA=2.78. (5) Drug 1: C1CN(P(=O)(OC1)NCCCl)CCCl. Drug 2: N.N.Cl[Pt+2]Cl. Cell line: HOP-92. Synergy scores: CSS=36.2, Synergy_ZIP=1.58, Synergy_Bliss=2.66, Synergy_Loewe=-30.7, Synergy_HSA=0.138. (6) Drug 1: CN(CCCl)CCCl.Cl. Drug 2: CC1CCCC2(C(O2)CC(NC(=O)CC(C(C(=O)C(C1O)C)(C)C)O)C(=CC3=CSC(=N3)C)C)C. Cell line: SNB-19. Synergy scores: CSS=38.3, Synergy_ZIP=-6.46, Synergy_Bliss=-8.84, Synergy_Loewe=-18.0, Synergy_HSA=-6.81.